The task is: Predict the product of the given reaction.. This data is from Forward reaction prediction with 1.9M reactions from USPTO patents (1976-2016). Given the reactants [Cl:1][C:2]1[CH:3]=[N:4][N:5]([CH3:16])[C:6]=1[C:7]1[CH:8]=[C:9]([C:13]([OH:15])=O)[O:10][C:11]=1[CH3:12].[NH2:17][C@@H:18]([CH2:31][C:32]1[CH:37]=[CH:36][CH:35]=[C:34]([F:38])[CH:33]=1)[CH2:19][N:20]1[C:28](=[O:29])[C:27]2[C:22](=[CH:23][CH:24]=[CH:25][CH:26]=2)[C:21]1=[O:30].CC(OC(N[C@H](C(O)=O)CC1C=CC=CC=1C(F)(F)F)=O)(C)C.C1CN([P+](Br)(N2CCCC2)N2CCCC2)CC1.F[P-](F)(F)(F)(F)F.CCN(C(C)C)C(C)C, predict the reaction product. The product is: [Cl:1][C:2]1[CH:3]=[N:4][N:5]([CH3:16])[C:6]=1[C:7]1[CH:8]=[C:9]([C:13]([NH:17][C@@H:18]([CH2:31][C:32]2[CH:37]=[CH:36][CH:35]=[C:34]([F:38])[CH:33]=2)[CH2:19][N:20]2[C:28](=[O:29])[C:27]3[C:22](=[CH:23][CH:24]=[CH:25][CH:26]=3)[C:21]2=[O:30])=[O:15])[O:10][C:11]=1[CH3:12].